Task: Predict the reactants needed to synthesize the given product.. Dataset: Full USPTO retrosynthesis dataset with 1.9M reactions from patents (1976-2016) (1) Given the product [CH2:1]([N:8]1[CH2:12][C@H:11]([C:13]2[CH:18]=[CH:17][C:16]([Cl:19])=[C:15]([F:20])[CH:14]=2)[C@@H:10]([NH:26][C:29](=[O:38])[O:52][C:49]([CH3:51])([CH3:50])[CH3:48])[CH2:9]1)[C:2]1[CH:3]=[CH:4][CH:5]=[CH:6][CH:7]=1, predict the reactants needed to synthesize it. The reactants are: [CH2:1]([N:8]1[CH2:12][C@H:11]([C:13]2[CH:18]=[CH:17][C:16]([Cl:19])=[C:15]([F:20])[CH:14]=2)[C@@H:10](C(O)=O)[CH2:9]1)[C:2]1[CH:7]=[CH:6][CH:5]=[CH:4][CH:3]=1.CC[N:26]([CH2:29]C)CC.C1(P(N=[N+]=[N-])(C2C=CC=CC=2)=[O:38])C=CC=CC=1.[CH3:48][C:49]([O-:52])([CH3:51])[CH3:50].[Li+].C1COCC1. (2) Given the product [Br:1][C:2]1[CH:7]=[CH:6][CH:5]=[CH:4][C:3]=1[N:8]1[C:17](=[O:18])[C:16]2[C:11](=[C:12]([CH3:19])[CH:13]=[CH:14][CH:15]=2)[N:10]=[C:9]1[S:20][CH3:21], predict the reactants needed to synthesize it. The reactants are: [Br:1][C:2]1[CH:7]=[CH:6][CH:5]=[CH:4][C:3]=1[N:8]1[C:17](=[O:18])[C:16]2[C:11](=[C:12]([CH3:19])[CH:13]=[CH:14][CH:15]=2)[NH:10][C:9]1=[S:20].[C:21]([O-])([O-])=O.[K+].[K+].CI. (3) Given the product [CH3:1][C:2]1[C:6]2[CH:7]=[C:8]([C:11]([F:14])([F:12])[F:13])[CH:9]=[CH:10][C:5]=2[S:4][C:3]=1[CH2:15][OH:16], predict the reactants needed to synthesize it. The reactants are: [CH3:1][C:2]1[C:6]2[CH:7]=[C:8]([C:11]([F:14])([F:13])[F:12])[CH:9]=[CH:10][C:5]=2[S:4][C:3]=1[C:15](OC)=[O:16].[H-].C([Al+]CC(C)C)C(C)C. (4) The reactants are: [N+:1]([C:4]1[CH:5]=[C:6]([CH2:10][CH2:11][NH-:12])[CH:7]=[CH:8][CH:9]=1)([O-])=O.[CH3:13][OH:14].C(O[CH2:19][CH3:20])(=O)C. Given the product [NH2:1][C:4]1[CH:5]=[C:6]([CH2:10][CH2:11][NH:12][C:13](=[O:14])[CH2:5][CH2:4][CH2:9][CH2:8][CH2:19][CH3:20])[CH:7]=[CH:8][CH:9]=1, predict the reactants needed to synthesize it.